From a dataset of Full USPTO retrosynthesis dataset with 1.9M reactions from patents (1976-2016). Predict the reactants needed to synthesize the given product. Given the product [Cl:1][C:2]1[CH:7]=[CH:6][CH:5]=[CH:4][C:3]=1[C:8]1[N:9]=[C:10]([NH:13][C:22]([C@H:21]([CH2:25][CH:26]([CH3:28])[CH3:27])[CH2:20][C:19]([OH:29])=[O:18])=[O:23])[S:11][CH:12]=1.[C:14]([O:18][C:19](=[O:29])[CH2:20][C@@H:21]([CH2:25][CH:26]([CH3:27])[CH3:28])[C:22]([OH:24])=[O:23])([CH3:17])([CH3:16])[CH3:15], predict the reactants needed to synthesize it. The reactants are: [Cl:1][C:2]1[CH:7]=[CH:6][CH:5]=[CH:4][C:3]=1[C:8]1[N:9]=[C:10]([NH2:13])[S:11][CH:12]=1.[C:14]([O:18][C:19](=[O:29])[CH2:20][C@@H:21]([CH2:25][CH:26]([CH3:28])[CH3:27])[C:22]([OH:24])=[O:23])([CH3:17])([CH3:16])[CH3:15].COC([C@H](CC(C)C)CC(O)=O)=O.